Dataset: Full USPTO retrosynthesis dataset with 1.9M reactions from patents (1976-2016). Task: Predict the reactants needed to synthesize the given product. (1) Given the product [CH3:1][O:2][C:3](=[O:18])[CH2:4][C:5]1[CH:6]=[CH:7][C:8]([CH2:11][CH2:12][N:13]([CH2:20][C:21]2[CH:26]=[CH:25][C:24]([CH2:27][CH2:28][CH2:29][CH3:30])=[CH:23][CH:22]=2)[S:14]([CH3:17])(=[O:15])=[O:16])=[CH:9][CH:10]=1, predict the reactants needed to synthesize it. The reactants are: [CH3:1][O:2][C:3](=[O:18])[CH2:4][C:5]1[CH:10]=[CH:9][C:8]([CH2:11][CH2:12][NH:13][S:14]([CH3:17])(=[O:16])=[O:15])=[CH:7][CH:6]=1.Br[CH2:20][C:21]1[CH:26]=[CH:25][C:24]([CH2:27][CH2:28][CH2:29][CH3:30])=[CH:23][CH:22]=1.C([O-])([O-])=O.[K+].[K+].Cl. (2) Given the product [F:55][C:47]1([CH3:54])[C:48]2[C:53](=[CH:52][CH:51]=[CH:50][CH:49]=2)[N:45]([CH2:44][CH2:43][CH2:42][N:15]2[CH2:14][CH2:13][C:12]3([N:8]([C:5]4[CH:6]=[CH:7][C:2]([F:1])=[CH:3][CH:4]=4)[CH2:9][N:10]([CH2:19][C:20]4[CH:32]=[CH:31][CH:30]=[CH:29][C:21]=4[C:22]([O:24][C:25]([CH3:28])([CH3:26])[CH3:27])=[O:23])[C:11]3=[O:18])[CH2:17][CH2:16]2)[C:46]1=[O:56], predict the reactants needed to synthesize it. The reactants are: [F:1][C:2]1[CH:7]=[CH:6][C:5]([N:8]2[C:12]3([CH2:17][CH2:16][NH:15][CH2:14][CH2:13]3)[C:11](=[O:18])[N:10]([CH2:19][C:20]3[CH:32]=[CH:31][CH:30]=[CH:29][C:21]=3[C:22]([O:24][C:25]([CH3:28])([CH3:27])[CH3:26])=[O:23])[CH2:9]2)=[CH:4][CH:3]=1.[I-].[Na+].C(=O)([O-])[O-].[K+].[K+].Cl[CH2:42][CH2:43][CH2:44][N:45]1[C:53]2[C:48](=[CH:49][CH:50]=[CH:51][CH:52]=2)[C:47]([F:55])([CH3:54])[C:46]1=[O:56]. (3) Given the product [F:24][C:19]1[CH:20]=[CH:21][CH:22]=[CH:23][C:18]=1[C:15]1[N:14]=[CH:13][C:12]([NH:11][C:9](=[O:10])[C:8]2[CH:25]=[CH:26][C:27]([O:28][C:29]([F:32])([F:31])[F:30])=[C:6]([NH:5][C:3](=[O:4])[CH2:2][N:36]3[CH2:35][CH:34]4[O:41][CH:38]([CH2:39][CH2:40]4)[CH2:37]3)[CH:7]=2)=[CH:17][CH:16]=1, predict the reactants needed to synthesize it. The reactants are: Cl[CH2:2][C:3]([NH:5][C:6]1[CH:7]=[C:8]([CH:25]=[CH:26][C:27]=1[O:28][C:29]([F:32])([F:31])[F:30])[C:9]([NH:11][C:12]1[CH:13]=[N:14][C:15]([C:18]2[CH:23]=[CH:22][CH:21]=[CH:20][C:19]=2[F:24])=[CH:16][CH:17]=1)=[O:10])=[O:4].Cl.[CH:34]12[O:41][CH:38]([CH2:39][CH2:40]1)[CH2:37][NH:36][CH2:35]2.C(N(CC)CC)C.[I-].[K+].